Dataset: Forward reaction prediction with 1.9M reactions from USPTO patents (1976-2016). Task: Predict the product of the given reaction. (1) Given the reactants [OH:1][CH2:2][C:3]([O:5][CH2:6][CH3:7])=[O:4].[CH3:8][C:9]([Si:12](Cl)([CH3:14])[CH3:13])([CH3:11])[CH3:10].N1C=CN=C1, predict the reaction product. The product is: [Si:12]([O:1][CH2:2][C:3]([O:5][CH2:6][CH3:7])=[O:4])([C:9]([CH3:11])([CH3:10])[CH3:8])([CH3:14])[CH3:13]. (2) Given the reactants [Cl:1][C:2]1[CH:3]=[C:4]([OH:17])[CH:5]=[C:6]([B:8]2[O:12][C:11]([CH3:14])([CH3:13])[C:10]([CH3:16])([CH3:15])[O:9]2)[CH:7]=1.[H-].[Na+].I[CH3:21].[Cl-].[NH4+], predict the reaction product. The product is: [Cl:1][C:2]1[CH:7]=[C:6]([B:8]2[O:12][C:11]([CH3:13])([CH3:14])[C:10]([CH3:16])([CH3:15])[O:9]2)[CH:5]=[C:4]([O:17][CH3:21])[CH:3]=1. (3) Given the reactants Br[CH2:2][C:3]1[CH:8]=[CH:7][C:6]([C:9]2[CH:10]=[C:11]([CH:16]=[C:17]([Cl:19])[N:18]=2)[C:12]([O:14][CH3:15])=[O:13])=[CH:5][CH:4]=1.[CH3:20][NH:21][CH3:22], predict the reaction product. The product is: [Cl:19][C:17]1[CH:16]=[C:11]([CH:10]=[C:9]([C:6]2[CH:7]=[CH:8][C:3]([CH2:2][N:21]([CH3:22])[CH3:20])=[CH:4][CH:5]=2)[N:18]=1)[C:12]([O:14][CH3:15])=[O:13].